Dataset: Reaction yield outcomes from USPTO patents with 853,638 reactions. Task: Predict the reaction yield, written as a fraction of the theoretical maximum amount of product (1.0 means a 100% yield; for example, 0.34 means a 34% yield). (1) The reactants are [CH2:1]([NH:4][CH:5]1[CH2:13][CH2:12][C:8]2[N:9]=[CH:10][S:11][C:7]=2[CH2:6]1)[CH2:2][CH3:3].[C:14]12([NH:24][C:25](=[O:31])[CH2:26][CH2:27][CH2:28][CH:29]=O)[CH2:23][CH:18]3[CH2:19][CH:20]([CH2:22][CH:16]([CH2:17]3)[CH2:15]1)[CH2:21]2.C(O[BH-](OC(=O)C)OC(=O)C)(=O)C.[Na+]. The catalyst is ClCCCl. The product is [C:14]12([NH:24][C:25](=[O:31])[CH2:26][CH2:27][CH2:28][CH2:29][N:4]([CH2:1][CH2:2][CH3:3])[CH:5]3[CH2:13][CH2:12][C:8]4[N:9]=[CH:10][S:11][C:7]=4[CH2:6]3)[CH2:23][CH:18]3[CH2:19][CH:20]([CH2:22][CH:16]([CH2:17]3)[CH2:15]1)[CH2:21]2. The yield is 0.600. (2) The yield is 0.300. The catalyst is CN(C)C1C=CN=CC=1.CN(C=O)C.C(Cl)(Cl)Cl.CO. The reactants are [CH3:1][CH2:2][N:3]([CH2:6][CH2:7][NH:8][C:9]1[CH:14]=[CH:13][C:12]2[N:15]=[CH:16][N:17]3[C:18]4[CH:25]=[CH:24][C:23]([OH:26])=[CH:22][C:19]=4[C:20](=[O:21])[C:10]=1[C:11]=23)[CH2:4][CH3:5].O.Cl.Cl.Cl.CN(C)CCCN=C=NCC.[C:42](O)(=[O:48])[CH2:43][CH2:44][CH2:45][CH2:46][CH3:47].C(N(CC)CC)C. The product is [CH2:4]([N:3]([CH2:2][CH3:1])[CH2:6][CH2:7][NH:8][C:9]1[C:10]2=[C:11]3[C:12]([N:15]=[CH:16][N:17]3[C:18]3[C:19]([C:20]2=[O:21])=[CH:22][C:23]([O:26][C:42](=[O:48])[CH2:43][CH2:44][CH2:45][CH2:46][CH3:47])=[CH:24][CH:25]=3)=[CH:13][CH:14]=1)[CH3:5]. (3) The reactants are [Cl:1][C:2]1[C:7]([C:8]([F:11])([F:10])[F:9])=[CH:6][C:5](I)=[CH:4][N:3]=1.[CH3:13][O:14][C:15]1[CH:20]=[CH:19][C:18]([CH2:21][NH2:22])=[CH:17][CH:16]=1.CC([O-])(C)C.[Na+]. The catalyst is C1(C)C=CC=CC=1.CCOC(C)=O.C(Cl)Cl.C1C=CC(/C=C/C(/C=C/C2C=CC=CC=2)=O)=CC=1.C1C=CC(/C=C/C(/C=C/C2C=CC=CC=2)=O)=CC=1.C1C=CC(/C=C/C(/C=C/C2C=CC=CC=2)=O)=CC=1.[Pd].[Pd].CC1(C)C2C(=C(P(C3C=CC=CC=3)C3C=CC=CC=3)C=CC=2)OC2C(P(C3C=CC=CC=3)C3C=CC=CC=3)=CC=CC1=2. The product is [Cl:1][C:2]1[N:3]=[CH:4][C:5]([NH:22][CH2:21][C:18]2[CH:19]=[CH:20][C:15]([O:14][CH3:13])=[CH:16][CH:17]=2)=[CH:6][C:7]=1[C:8]([F:11])([F:10])[F:9]. The yield is 0.800. (4) The product is [NH:23]1[CH:24]=[CH:25][N:26]=[C:22]1[S:21][CH2:2][CH2:3][C:4]1[CH:9]=[CH:8][C:7]([O:10][C:11](=[O:20])[N:12]([CH3:19])[C:13]2[CH:18]=[CH:17][CH:16]=[CH:15][CH:14]=2)=[CH:6][CH:5]=1. No catalyst specified. The yield is 0.780. The reactants are O[CH2:2][CH2:3][C:4]1[CH:9]=[CH:8][C:7]([O:10][C:11](=[O:20])[N:12]([CH3:19])[C:13]2[CH:18]=[CH:17][CH:16]=[CH:15][CH:14]=2)=[CH:6][CH:5]=1.[SH:21][C:22]1[NH:23][CH:24]=[CH:25][N:26]=1. (5) The reactants are [F:1][C:2]1[CH:3]=[C:4]([C:8](=[O:10])[CH3:9])[CH:5]=[CH:6][CH:7]=1.[CH3:11][N:12]([CH:14]=O)[CH3:13].C[C:11]([N:12]([CH3:14])[CH3:13])=O. No catalyst specified. The product is [CH3:11][N:12]([CH3:14])/[CH:13]=[CH:9]\[C:8]([C:4]1[CH:5]=[CH:6][CH:7]=[C:2]([F:1])[CH:3]=1)=[O:10]. The yield is 1.00. (6) The product is [F:30][C:31]([F:36])([F:35])[C:32]([OH:34])=[O:33].[C:37]1([C:43]2[CH:48]=[C:47]([CH:49]3[CH2:50][CH2:51][N:52]([C:5](=[O:7])[CH2:4][N:2]([CH3:3])[CH3:1])[CH2:53][CH2:54]3)[CH:46]=[CH:45][C:44]=2[NH:55][C:56]([C:58]2[NH:59][CH:60]=[C:61]([C:63]#[N:64])[CH:62]=2)=[O:57])[CH2:42][CH2:41][CH2:40][CH2:39][CH:38]=1. The catalyst is C(Cl)Cl. The reactants are [CH3:1][N:2]([CH2:4][C:5]([OH:7])=O)[CH3:3].C1N(P(Cl)(N2C(=O)OCC2)=O)C(=O)OC1.C(N(CC)CC)C.[F:30][C:31]([F:36])([F:35])[C:32]([OH:34])=[O:33].[C:37]1([C:43]2[CH:48]=[C:47]([CH:49]3[CH2:54][CH2:53][NH:52][CH2:51][CH2:50]3)[CH:46]=[CH:45][C:44]=2[NH:55][C:56]([C:58]2[NH:59][CH:60]=[C:61]([C:63]#[N:64])[CH:62]=2)=[O:57])[CH2:42][CH2:41][CH2:40][CH2:39][CH:38]=1. The yield is 0.830.